Task: Predict which catalyst facilitates the given reaction.. Dataset: Catalyst prediction with 721,799 reactions and 888 catalyst types from USPTO Reactant: CO[C:3](=[O:25])[CH2:4][CH2:5][C:6](=O)[C:7]1[CH:23]=[CH:22][C:10]2[CH2:11][CH2:12][N:13]([C:16](=[O:21])[C:17]([F:20])([F:19])[F:18])[CH2:14][CH2:15][C:9]=2[CH:8]=1.[CH3:26][S:27]([C:30]1[CH:35]=[CH:34][C:33]([NH:36][NH2:37])=[CH:32][CH:31]=1)(=[O:29])=[O:28].Cl.C(NC(C)C)(C)C. Product: [CH3:26][S:27]([C:30]1[CH:31]=[CH:32][C:33]([N:36]2[C:3](=[O:25])[CH2:4][CH2:5][C:6]([C:7]3[CH:23]=[CH:22][C:10]4[CH2:11][CH2:12][N:13]([C:16](=[O:21])[C:17]([F:19])([F:20])[F:18])[CH2:14][CH2:15][C:9]=4[CH:8]=3)=[N:37]2)=[CH:34][CH:35]=1)(=[O:29])=[O:28]. The catalyst class is: 32.